Dataset: Experimentally validated miRNA-target interactions with 360,000+ pairs, plus equal number of negative samples. Task: Binary Classification. Given a miRNA mature sequence and a target amino acid sequence, predict their likelihood of interaction. (1) The miRNA is mmu-miR-25-3p with sequence CAUUGCACUUGUCUCGGUCUGA. The protein sequence of the target gene is MEGSWFHRKRFSFYLLLGFLLQGRGVTFTINCSGFGQHGADPTALNSVFNRKPFRPVTNISVPTQVNISFAMSAILDVNEQLHLLSSFLWLEMVWDNPFISWNPEECEGITKMSMAAKNLWLPDIFIIELMDVDKTPKGLTAYVSNEGRIRYKKPMKVDSICNLDIFYFPFDQQNCTLTFSSFLYTVDSMLLDMEKEVWEITDASRNILQTHGEWELLGLSKATAKLSRGGNLYDQIVFYVAIRRRPSLYVINLLVPSGFLVAIDALSFYLPVKSGNRVPFKITLLLGYNVFLLMMSDLL.... Result: 0 (no interaction). (2) The miRNA is hsa-miR-571 with sequence UGAGUUGGCCAUCUGAGUGAG. The protein sequence of the target gene is MEEKPGQPQPQHHHSHHHPHHHPQQQQQQPHHHHHYYFYNHSHNHHHHHHHQQPHQYLQHGAEGSPKAQPKPLKHEQKHTLQQHQETPKKKTGYGELNGNAGEREISLKNLSSDEATNPISRVLNGNQQVVDTSLKQTVKANTFGKAGIKTKNFIQKNSMDKKNGKSYENKSGENQSVDKSDTIPIPNGVVTNNSGYITNGYMGKGADNDGSGSESGYTTPKKRKARRNSAKGCENLNIVQDKIMQQETSVPTLKQGLETFKPDYSEQKGNRVDGSKPIWKYETGPGGTSRGKPAVGDML.... Result: 1 (interaction). (3) The miRNA is hsa-miR-6885-5p with sequence AGGGGGGCACUGCGCAAGCAAAGCC. The protein sequence of the target gene is MMPGQIPDPSVTTGSLPGLGPLTGLPSSALTVEELKYADIRNLGAMIAPLHFLEVKLGKRPQPVKSELDEEEERRKRRREKNKVAAARCRNKKKERTEFLQRESERLELMNAELKTQIEELKQERQQLILMLNRHRPTCIVRTDSVKTPESEGNPLLEQLEKK. Result: 0 (no interaction).